Dataset: Full USPTO retrosynthesis dataset with 1.9M reactions from patents (1976-2016). Task: Predict the reactants needed to synthesize the given product. (1) Given the product [CH:18]1([N:9]([CH2:10][C:11]2[CH:16]=[CH:15][CH:14]=[C:13]([OH:17])[CH:12]=2)[C:7]([C:5]2[S:6][C:2]([C:23]3[CH:24]=[CH:25][CH:26]=[C:27]([O:28][CH3:29])[C:22]=3[F:21])=[CH:3][CH:4]=2)=[O:8])[CH2:20][CH2:19]1, predict the reactants needed to synthesize it. The reactants are: Br[C:2]1[S:6][C:5]([C:7]([N:9]([CH:18]2[CH2:20][CH2:19]2)[CH2:10][C:11]2[CH:16]=[CH:15][CH:14]=[C:13]([OH:17])[CH:12]=2)=[O:8])=[CH:4][CH:3]=1.[F:21][C:22]1[C:27]([O:28][CH3:29])=[CH:26][CH:25]=[CH:24][C:23]=1B(O)O.C(=O)([O-])[O-].[Cs+].[Cs+]. (2) Given the product [Br:1][C:2]1[CH:3]=[C:4]2[C:9](=[CH:10][CH:11]=1)[N:8]=[C:7]([NH:21][CH2:20][C:19]1[CH:22]=[CH:23][C:16]([O:15][CH3:14])=[CH:17][CH:18]=1)[C:6]([I:13])=[CH:5]2, predict the reactants needed to synthesize it. The reactants are: [Br:1][C:2]1[CH:3]=[C:4]2[C:9](=[CH:10][CH:11]=1)[N:8]=[C:7](Cl)[C:6]([I:13])=[CH:5]2.[CH3:14][O:15][C:16]1[CH:23]=[CH:22][C:19]([CH2:20][NH2:21])=[CH:18][CH:17]=1.